This data is from Forward reaction prediction with 1.9M reactions from USPTO patents (1976-2016). The task is: Predict the product of the given reaction. (1) Given the reactants Br[C:2]1[CH:3]=[C:4]([C:8]2[N:13]3[N:14]=[CH:15][C:16]([C:17]([C:19]4[S:20][CH:21]=[CH:22][CH:23]=4)=[O:18])=[C:12]3[N:11]=[CH:10][CH:9]=2)[CH:5]=[CH:6][CH:7]=1.C([O-])([O-])=O.[Na+].[Na+].O.CO[CH2:33][CH2:34]OC, predict the reaction product. The product is: [CH3:10][N:11]([CH3:12])[C:34]1[CH:33]=[CH:6][C:7]([C:2]2[CH:7]=[CH:6][CH:5]=[C:4]([C:8]3[N:13]4[N:14]=[CH:15][C:16]([C:17]([C:19]5[S:20][CH:21]=[CH:22][CH:23]=5)=[O:18])=[C:12]4[N:11]=[CH:10][CH:9]=3)[CH:3]=2)=[CH:2][CH:3]=1. (2) Given the reactants [CH2:1]([O:3][C:4]([C:6]1[C:15](=[O:16])[C:14]2[C:9](=[C:10]([C:19]#[C:20][CH2:21][C@@H:22]([NH:32]C(OCC3C=CC=CC=3)=O)[CH2:23][CH2:24][C:25]([O:27][C:28]([CH3:31])([CH3:30])[CH3:29])=[O:26])[C:11]([F:18])=[C:12]([F:17])[CH:13]=2)[N:8]([CH:43]2[CH2:45][CH2:44]2)[CH:7]=1)=[O:5])[CH3:2], predict the reaction product. The product is: [CH2:1]([O:3][C:4]([C:6]1[C:15](=[O:16])[C:14]2[C:9](=[C:10](/[CH:19]=[CH:20]\[CH2:21][C@@H:22]([NH2:32])[CH2:23][CH2:24][C:25]([O:27][C:28]([CH3:29])([CH3:30])[CH3:31])=[O:26])[C:11]([F:18])=[C:12]([F:17])[CH:13]=2)[N:8]([CH:43]2[CH2:44][CH2:45]2)[CH:7]=1)=[O:5])[CH3:2]. (3) Given the reactants [CH3:1][C:2]1[C:11]2[CH:10]=[N:9][C:8]([S:12][CH3:13])=[N:7][C:6]=2[C:5](=O)[NH:4][CH:3]=1.O=P(Cl)(Cl)[Cl:17], predict the reaction product. The product is: [Cl:17][C:5]1[C:6]2[N:7]=[C:8]([S:12][CH3:13])[N:9]=[CH:10][C:11]=2[C:2]([CH3:1])=[CH:3][N:4]=1. (4) Given the reactants [NH2:1][C:2]1[N:7]([C:8]2[C:13]([F:14])=[CH:12][C:11]([CH2:15][CH2:16][OH:17])=[CH:10][C:9]=2[F:18])[C:6](=[O:19])[CH:5]=[CH:4][C:3]=1[C:20](=[O:28])[C:21]1[CH:26]=[CH:25][C:24]([F:27])=[CH:23][CH:22]=1.CC(OI1(OC(C)=O)(OC(C)=O)OC(=O)C2C=CC=CC1=2)=O.[O-]S([O-])(=S)=O.[Na+].[Na+].C([O-])(O)=O.[Na+], predict the reaction product. The product is: [NH2:1][C:2]1[N:7]([C:8]2[C:13]([F:14])=[CH:12][C:11]([CH2:15][CH:16]=[O:17])=[CH:10][C:9]=2[F:18])[C:6](=[O:19])[CH:5]=[CH:4][C:3]=1[C:20](=[O:28])[C:21]1[CH:22]=[CH:23][C:24]([F:27])=[CH:25][CH:26]=1.